Predict which catalyst facilitates the given reaction. From a dataset of Catalyst prediction with 721,799 reactions and 888 catalyst types from USPTO. (1) The catalyst class is: 5. Reactant: [NH3:1].C[O:3][C:4]([C@@H:6]1[CH2:10][CH2:9][C@H:8]([NH:11][C:12](=[O:18])[O:13][C:14]([CH3:17])([CH3:16])[CH3:15])[CH2:7]1)=O. Product: [C:4]([C@@H:6]1[CH2:10][CH2:9][C@H:8]([NH:11][C:12](=[O:18])[O:13][C:14]([CH3:17])([CH3:16])[CH3:15])[CH2:7]1)(=[O:3])[NH2:1]. (2) Reactant: [CH2:1]([O:8][C:9]1[CH:10]=[C:11]2[C:15](=[CH:16][C:17]=1[O:18][CH3:19])[NH:14][CH:13]=[C:12]2[CH2:20][C:21]([O:23]C)=[O:22])[C:2]1[CH:7]=[CH:6][CH:5]=[CH:4][CH:3]=1.CO.C1COCC1.[Li+].[OH-]. Product: [CH2:1]([O:8][C:9]1[CH:10]=[C:11]2[C:15](=[CH:16][C:17]=1[O:18][CH3:19])[NH:14][CH:13]=[C:12]2[CH2:20][C:21]([OH:23])=[O:22])[C:2]1[CH:3]=[CH:4][CH:5]=[CH:6][CH:7]=1. The catalyst class is: 69. (3) Reactant: Cl[C:2]1[N:7]=[CH:6][N:5]=[C:4]([O:8][C:9]2[CH:14]=[CH:13][C:12]([NH:15][C:16]([NH:18][C:19]3[CH:24]=[C:23]([C:25]([F:28])([F:27])[F:26])[CH:22]=[C:21]([CH2:29][N:30]4[CH2:35][CH2:34][N:33]([CH:36]([CH3:38])[CH3:37])[CH2:32][CH2:31]4)[CH:20]=3)=[O:17])=[CH:11][CH:10]=2)[CH:3]=1.[CH3:39][NH2:40].CCOC(C)=O. Product: [CH3:39][NH:40][C:2]1[N:7]=[CH:6][N:5]=[C:4]([O:8][C:9]2[CH:14]=[CH:13][C:12]([NH:15][C:16]([NH:18][C:19]3[CH:24]=[C:23]([C:25]([F:28])([F:27])[F:26])[CH:22]=[C:21]([CH2:29][N:30]4[CH2:35][CH2:34][N:33]([CH:36]([CH3:38])[CH3:37])[CH2:32][CH2:31]4)[CH:20]=3)=[O:17])=[CH:11][CH:10]=2)[CH:3]=1. The catalyst class is: 14. (4) Reactant: [CH2:1]([O:3][C:4](=[O:14])[CH2:5][C:6]([C:8]1[N:9]([CH3:13])[CH:10]=[CH:11][CH:12]=1)=O)[CH3:2].C([O-])([O-])=O.[K+].[K+].[N:21]([CH2:24][C:25]1[CH:30]=[C:29]([C:31]([F:34])([F:33])[F:32])[CH:28]=[C:27]([C:35]([F:38])([F:37])[F:36])[CH:26]=1)=[N+:22]=[N-:23].Cl. Product: [CH2:1]([O:3][C:4]([C:5]1[N:23]=[N:22][N:21]([CH2:24][C:25]2[CH:26]=[C:27]([C:35]([F:38])([F:37])[F:36])[CH:28]=[C:29]([C:31]([F:32])([F:33])[F:34])[CH:30]=2)[C:6]=1[C:8]1[N:9]([CH3:13])[CH:10]=[CH:11][CH:12]=1)=[O:14])[CH3:2]. The catalyst class is: 58. (5) Reactant: Cl.[C@H:2]12[CH2:8][C@H:5]([NH:6][CH2:7]1)[CH2:4][N:3]2[C:9]([C@@:11]1([CH2:25][CH3:26])[CH2:15][CH2:14][C@@H:13]([NH:16][C@@H:17]2[CH2:22][CH2:21][O:20][CH2:19][C@H:18]2[O:23][CH3:24])[CH2:12]1)=[O:10].C(N(CC)CC)C.Cl[C:35]1[CH:40]=[C:39]([C:41]([F:44])([F:43])[F:42])[CH:38]=[CH:37][N:36]=1. Product: [CH2:25]([C@:11]1([C:9]([N:3]2[CH2:4][C@@H:5]3[CH2:8][C@H:2]2[CH2:7][N:6]3[C:35]2[CH:40]=[C:39]([C:41]([F:44])([F:43])[F:42])[CH:38]=[CH:37][N:36]=2)=[O:10])[CH2:15][CH2:14][C@@H:13]([NH:16][C@@H:17]2[C@H:18]([O:23][CH3:24])[CH2:19][O:20][CH2:21][CH2:22]2)[CH2:12]1)[CH3:26]. The catalyst class is: 16. (6) Reactant: [N:1]1[CH:6]=[CH:5][C:4]([C:7]2[CH:8]=[C:9]([C:14]3[CH:19]=[CH:18][CH:17]=[CH:16][CH:15]=3)[CH:10]=[CH:11][C:12]=2[OH:13])=[CH:3][N:2]=1.[C:20]([C:22]1[CH:23]=[C:24]([S:29]([N:32](CC2C=CC(OC)=CC=2OC)[C:33]2[S:34][CH:35]=[N:36][N:37]=2)(=[O:31])=[O:30])[CH:25]=[CH:26][C:27]=1F)#[N:21].C(=O)([O-])[O-].[K+].[K+]. Product: [C:20]([C:22]1[CH:23]=[C:24]([S:29]([NH:32][C:33]2[S:34][CH:35]=[N:36][N:37]=2)(=[O:31])=[O:30])[CH:25]=[CH:26][C:27]=1[O:13][C:12]1[CH:11]=[CH:10][C:9]([C:14]2[CH:19]=[CH:18][CH:17]=[CH:16][CH:15]=2)=[CH:8][C:7]=1[C:4]1[CH:5]=[CH:6][N:1]=[N:2][CH:3]=1)#[N:21]. The catalyst class is: 16. (7) Reactant: [C:1]([CH2:3][C:4]1([N:15]2[CH:19]=[C:18]([C:20]3[CH:25]=[CH:24][N:23]=[C:22]4[N:26]([CH2:29][O:30][CH2:31][CH2:32][Si:33]([CH3:36])([CH3:35])[CH3:34])[CH:27]=[CH:28][C:21]=34)[CH:17]=[N:16]2)[CH2:7][N:6](C(OC(C)(C)C)=O)[CH2:5]1)#[N:2].[ClH:37]. Product: [CH3:35][Si:33]([CH3:34])([CH3:36])[CH2:32][CH2:31][O:30][CH2:29][N:26]1[C:22]2=[N:23][CH:24]=[CH:25][C:20]([C:18]3[CH:17]=[N:16][N:15]([C:4]4([CH2:3][C:1]#[N:2])[CH2:5][NH:6][CH2:7]4)[CH:19]=3)=[C:21]2[CH:28]=[CH:27]1.[ClH:37]. The catalyst class is: 135.